This data is from Catalyst prediction with 721,799 reactions and 888 catalyst types from USPTO. The task is: Predict which catalyst facilitates the given reaction. Reactant: [O:1]1[C:5]2[CH:6]=[CH:7][CH:8]=[CH:9][C:4]=2[C:3]([N:10]2[CH2:15][CH2:14][N:13]([CH2:16][CH2:17][CH:18]([C:20]3[CH:21]=[C:22]4[C:26](=[CH:27][CH:28]=3)[C:25]([CH3:30])([CH3:29])[C:24](=[O:31])[C:23]4([CH3:33])[CH3:32])O)[CH2:12][CH2:11]2)=[N:2]1.CS([Cl:38])(=O)=O.C(N(CC)CC)C. Product: [O:1]1[C:5]2[CH:6]=[CH:7][CH:8]=[CH:9][C:4]=2[C:3]([N:10]2[CH2:15][CH2:14][N:13]([CH2:16][CH2:17][CH:18]([C:20]3[CH:21]=[C:22]4[C:26](=[CH:27][CH:28]=3)[C:25]([CH3:30])([CH3:29])[C:24](=[O:31])[C:23]4([CH3:33])[CH3:32])[Cl:38])[CH2:12][CH2:11]2)=[N:2]1. The catalyst class is: 2.